From a dataset of Forward reaction prediction with 1.9M reactions from USPTO patents (1976-2016). Predict the product of the given reaction. Given the reactants [Br:1][C:2]1[C:3]([OH:14])=[C:4]([CH:7]=[C:8]([C:10]([CH3:13])([CH3:12])[CH3:11])[CH:9]=1)[CH:5]=[O:6].C(=O)([O-])[O-].[K+].[K+].[CH3:21][O:22][CH2:23]Cl, predict the reaction product. The product is: [Br:1][C:2]1[C:3]([O:14][CH2:21][O:22][CH3:23])=[C:4]([CH:7]=[C:8]([C:10]([CH3:11])([CH3:13])[CH3:12])[CH:9]=1)[CH:5]=[O:6].